Dataset: Reaction yield outcomes from USPTO patents with 853,638 reactions. Task: Predict the reaction yield, written as a fraction of the theoretical maximum amount of product (1.0 means a 100% yield; for example, 0.34 means a 34% yield). (1) The reactants are [CH3:1][N:2]1[C:14]2[CH:13]=[CH:12][CH:11]=[CH:10][C:9]=2[C:8]2[C:3]1=[CH:4][CH:5]=[CH:6][CH:7]=2.C1C(=O)N([Br:22])C(=O)C1. The catalyst is ClCCl. The product is [Br:22][C:11]1[CH:12]=[CH:13][C:14]2[N:2]([CH3:1])[C:3]3[C:8]([C:9]=2[CH:10]=1)=[CH:7][CH:6]=[CH:5][CH:4]=3. The yield is 0.590. (2) The reactants are [CH3:1][S:2]([C:5]1[CH:17]=[CH:16][CH:15]=[CH:14][C:6]=1[O:7][CH2:8][C:9]([O:11]CC)=O)(=[O:4])=[O:3].[NH2:18][CH2:19][CH:20]([OH:31])[CH2:21][N:22]1[CH2:30][C:29]2[C:24](=[CH:25][CH:26]=[CH:27][CH:28]=2)[CH2:23]1. The catalyst is CCO. The product is [OH:31][CH:20]([CH2:21][N:22]1[CH2:23][C:24]2[C:29](=[CH:28][CH:27]=[CH:26][CH:25]=2)[CH2:30]1)[CH2:19][NH:18][C:9](=[O:11])[CH2:8][O:7][C:6]1[CH:14]=[CH:15][CH:16]=[CH:17][C:5]=1[S:2]([CH3:1])(=[O:3])=[O:4]. The yield is 0.140. (3) The reactants are [CH:1]([NH:4][C:5]1[CH:10]=[CH:9][CH:8]=[CH:7][C:6]=1/[CH:11]=[CH:12]/[C:13]([O:15][CH3:16])=[O:14])([CH3:3])[CH3:2].[F:17][C:18]([F:29])([F:28])[C:19]1[CH:20]=[C:21]([CH:25]=[CH:26][CH:27]=1)[C:22](Cl)=[O:23].O. The catalyst is N1C=CC=CC=1. The product is [CH:1]([N:4]([C:5]1[CH:10]=[CH:9][CH:8]=[CH:7][C:6]=1/[CH:11]=[CH:12]/[C:13]([O:15][CH3:16])=[O:14])[C:22](=[O:23])[C:21]1[CH:25]=[CH:26][CH:27]=[C:19]([C:18]([F:17])([F:28])[F:29])[CH:20]=1)([CH3:3])[CH3:2]. The yield is 0.300. (4) The reactants are [C:1]([N:8]1[CH2:13][CH2:12][C:11](=[CH2:14])[CH2:10][CH2:9]1)([O:3][C:4]([CH3:7])([CH3:6])[CH3:5])=[O:2].B1C2CCCC1CCC2.Br[C:25]1[CH:30]=[CH:29][C:28]([Cl:31])=[C:27]([Cl:32])[CH:26]=1.C(=O)([O-])[O-].[K+].[K+].[OH-].[Na+]. The catalyst is CN(C=O)C.O.O.C1COCC1. The product is [C:4]([O:3][C:1]([N:8]1[CH2:9][CH2:10][CH:11]([CH2:14][C:25]2[CH:30]=[CH:29][C:28]([Cl:31])=[C:27]([Cl:32])[CH:26]=2)[CH2:12][CH2:13]1)=[O:2])([CH3:7])([CH3:6])[CH3:5]. The yield is 0.690. (5) The reactants are [F:1][C:2]([F:37])([F:36])[C:3]1[CH:4]=[C:5]([C:13]2[N:17]=[CH:16][N:15](/[CH:18]=[CH:19]\[C:20]([N:22]3[CH2:35][C:24]4([CH2:27][N:26](C(OC(C)(C)C)=O)[CH2:25]4)[CH2:23]3)=[O:21])[N:14]=2)[CH:6]=[C:7]([C:9]([F:12])([F:11])[F:10])[CH:8]=1.[C:38]([OH:44])([C:40]([F:43])([F:42])[F:41])=[O:39]. The catalyst is C(Cl)Cl. The product is [F:41][C:40]([F:43])([F:42])[C:38]([OH:44])=[O:39].[F:11][C:9]([F:10])([F:12])[C:7]1[CH:6]=[C:5]([C:13]2[N:17]=[CH:16][N:15](/[CH:18]=[CH:19]\[C:20]([N:22]3[CH2:35][C:24]4([CH2:27][NH:26][CH2:25]4)[CH2:23]3)=[O:21])[N:14]=2)[CH:4]=[C:3]([C:2]([F:1])([F:37])[F:36])[CH:8]=1. The yield is 0.952. (6) The reactants are [CH:1]([C:3]1[CH:18]=[CH:17][C:6]([O:7][C:8]2[CH:16]=[CH:15][C:11]([C:12]([NH2:14])=[O:13])=[CH:10][N:9]=2)=[CH:5][CH:4]=1)=O.[C:19]1([CH:25]2[CH2:29][CH2:28][CH2:27][NH:26]2)[CH:24]=[CH:23][CH:22]=[CH:21][CH:20]=1.C(O[BH-](OC(=O)C)OC(=O)C)(=O)C.[Na+].C(O)(=O)C.[Cl:48]CCCl. No catalyst specified. The product is [ClH:48].[C:19]1([CH:25]2[CH2:29][CH2:28][CH2:27][N:26]2[CH2:1][C:3]2[CH:18]=[CH:17][C:6]([O:7][C:8]3[CH:16]=[CH:15][C:11]([C:12]([NH2:14])=[O:13])=[CH:10][N:9]=3)=[CH:5][CH:4]=2)[CH:24]=[CH:23][CH:22]=[CH:21][CH:20]=1. The yield is 0.0390. (7) The reactants are [CH3:1][C:2]1[N:10]([CH2:11][C:12]2[CH:17]=[CH:16][C:15](/[CH:18]=[CH:19]/[CH2:20][O:21][C@H:22]([CH3:31])[C:23](N3CCOCC3)=[O:24])=[CH:14][CH:13]=2)[C:5]2=[N:6][CH:7]=[CH:8][CH:9]=[C:4]2[C:3]=1[C:32]([C:34]1[CH:39]=[CH:38][C:37]([CH3:40])=[CH:36][CH:35]=1)=[O:33].C1C[O:44]CC1.[OH-].[Li+]. The catalyst is CO.O. The product is [CH3:1][C:2]1[N:10]([CH2:11][C:12]2[CH:13]=[CH:14][C:15](/[CH:18]=[CH:19]/[CH2:20][O:21][C@H:22]([CH3:31])[C:23]([OH:44])=[O:24])=[CH:16][CH:17]=2)[C:5]2=[N:6][CH:7]=[CH:8][CH:9]=[C:4]2[C:3]=1[C:32](=[O:33])[C:34]1[CH:39]=[CH:38][C:37]([CH3:40])=[CH:36][CH:35]=1. The yield is 0.960.